This data is from Full USPTO retrosynthesis dataset with 1.9M reactions from patents (1976-2016). The task is: Predict the reactants needed to synthesize the given product. Given the product [F:30][C:27]([F:28])([F:29])[C:22]([C:19]1[CH:20]=[N:21][C:16]([N:13]2[CH2:14][CH2:15][N:10]([S:7]([C:5]3[S:6][CH:2]=[CH:3][CH:4]=3)(=[O:9])=[O:8])[CH2:11][C@@H:12]2[CH2:32][CH:33]2[CH2:38][CH2:37][O:36][CH2:35][CH2:34]2)=[N:17][CH:18]=1)([OH:31])[C:23]([F:24])([F:26])[F:25], predict the reactants needed to synthesize it. The reactants are: Br[C:2]1[S:6][C:5]([S:7]([N:10]2[CH2:15][CH2:14][N:13]([C:16]3[N:21]=[CH:20][C:19]([C:22]([OH:31])([C:27]([F:30])([F:29])[F:28])[C:23]([F:26])([F:25])[F:24])=[CH:18][N:17]=3)[C@@H:12]([CH2:32][CH:33]3[CH2:38][CH2:37][O:36][CH2:35][CH2:34]3)[CH2:11]2)(=[O:9])=[O:8])=[CH:4][CH:3]=1.